From a dataset of Reaction yield outcomes from USPTO patents with 853,638 reactions. Predict the reaction yield, written as a fraction of the theoretical maximum amount of product (1.0 means a 100% yield; for example, 0.34 means a 34% yield). (1) The reactants are [OH:1][N:2]=[C:3]([NH:5][C:6]([C:8]1[N:13]=[C:12]([NH:14]CC2C=CC=CC=2)[C:11]2[NH:22][C:23](=[O:32])[N:24]([CH2:25][C:26]3[CH:31]=[CH:30][CH:29]=[CH:28][CH:27]=3)[C:10]=2[CH:9]=1)=O)[CH3:4]. The catalyst is C1(C)C=CC=CC=1. The product is [NH2:14][C:12]1[C:11]2[NH:22][C:23](=[O:32])[N:24]([CH2:25][C:26]3[CH:27]=[CH:28][CH:29]=[CH:30][CH:31]=3)[C:10]=2[CH:9]=[C:8]([C:6]2[O:1][N:2]=[C:3]([CH3:4])[N:5]=2)[N:13]=1. The yield is 0.0100. (2) The reactants are [OH-].[Na+].[C:3]([C:7]1[N:11]([CH3:12])[N:10]([CH2:13][CH:14]2[CH2:18][CH2:17][CH2:16][CH2:15]2)/[C:9](=[N:19]/C(=O)C(F)(F)F)/[CH:8]=1)([CH3:6])([CH3:5])[CH3:4]. The catalyst is O.CO. The product is [C:3]([C:7]1[N:11]([CH3:12])[N:10]([CH2:13][CH:14]2[CH2:15][CH2:16][CH2:17][CH2:18]2)[C:9](=[NH:19])[CH:8]=1)([CH3:6])([CH3:4])[CH3:5]. The yield is 0.970. (3) The reactants are [O:1]=[S:2]1(=[O:25])[CH2:7][CH2:6][N:5]([CH2:8][CH2:9][CH2:10][O:11][C:12]2[CH:21]=[C:20]3[C:15]([C:16](=O)[NH:17][CH:18]=[N:19]3)=[CH:14][C:13]=2[O:23][CH3:24])[CH2:4][CH2:3]1.CN(C=O)C.S(Cl)([Cl:33])=O. The catalyst is C1(C)C=CC=CC=1. The product is [Cl:33][C:16]1[C:15]2[C:20](=[CH:21][C:12]([O:11][CH2:10][CH2:9][CH2:8][N:5]3[CH2:6][CH2:7][S:2](=[O:25])(=[O:1])[CH2:3][CH2:4]3)=[C:13]([O:23][CH3:24])[CH:14]=2)[N:19]=[CH:18][N:17]=1. The yield is 0.520. (4) The product is [Br:12][C:7]1[CH:6]=[C:5]([O:9][CH3:10])[C:4]([OH:11])=[C:3]([O:2][CH3:1])[CH:8]=1. The catalyst is [H-].[Na+].C(Cl)(Cl)Cl. The yield is 0.220. The reactants are [CH3:1][O:2][C:3]1[CH:8]=[CH:7][CH:6]=[C:5]([O:9][CH3:10])[C:4]=1[OH:11].[Br:12]N1C(=O)CCC1=O. (5) The reactants are [NH2:1][C:2]1[NH:6][N:5]=[C:4]([CH3:7])[C:3]=1[C:8]1[S:9][C:10]2[CH:16]=[C:15]([S:17](Cl)(=[O:19])=[O:18])[CH:14]=[CH:13][C:11]=2[N:12]=1.[CH:21]1([CH2:24][NH2:25])[CH2:23][CH2:22]1.CN1CCOCC1. The yield is 0.210. The catalyst is CO. The product is [CH:21]1([CH2:24][NH:25][S:17]([C:15]2[CH:14]=[CH:13][C:11]3[N:12]=[C:8]([C:3]4[C:4]([CH3:7])=[N:5][NH:6][C:2]=4[NH2:1])[S:9][C:10]=3[CH:16]=2)(=[O:19])=[O:18])[CH2:23][CH2:22]1. (6) The reactants are [CH:1]1([CH2:6][C@H:7]([CH2:11][N:12]([CH:21]=[O:22])[O:13][CH2:14][C:15]2[CH:20]=[CH:19][CH:18]=[CH:17][CH:16]=2)[C:8]([OH:10])=O)[CH2:5][CH2:4][CH2:3][CH2:2]1.[CH3:23][C@H:24]1[CH2:29][N:28]([CH3:30])[CH2:27][CH2:26][N:25]1[C:31]1[C:36]([F:37])=[C:35]([NH:38][NH2:39])[N:34]=[C:33]([CH3:40])[N:32]=1.CN1CCOCC1.C1C=NC2N(O)N=NC=2C=1.C(Cl)CCl. The catalyst is CN(C=O)C. The product is [CH:1]1([CH2:6][C@@H:7]([C:8]([NH:39][NH:38][C:35]2[C:36]([F:37])=[C:31]([N:25]3[CH2:26][CH2:27][N:28]([CH3:30])[CH2:29][C@@H:24]3[CH3:23])[N:32]=[C:33]([CH3:40])[N:34]=2)=[O:10])[CH2:11][N:12]([O:13][CH2:14][C:15]2[CH:20]=[CH:19][CH:18]=[CH:17][CH:16]=2)[CH:21]=[O:22])[CH2:2][CH2:3][CH2:4][CH2:5]1. The yield is 0.470. (7) The reactants are [Cl:1][C:2]1[CH:3]=[C:4]([CH:10]=[CH:11][CH:12]=1)[CH:5]=[CH:6][C:7]([OH:9])=O.S(Cl)(Cl)=O.[C:17]([O:21][C:22]([N:24]1[CH2:29][CH2:28][NH:27][CH:26]([C:30]([OH:32])=[O:31])[CH2:25]1)=[O:23])([CH3:20])([CH3:19])[CH3:18].C(=O)([O-])[O-].[Na+].[Na+]. The catalyst is C1COCC1. The product is [C:17]([O:21][C:22]([N:24]1[CH2:29][CH2:28][N:27]([C:7](=[O:9])[CH:6]=[CH:5][C:4]2[CH:10]=[CH:11][CH:12]=[C:2]([Cl:1])[CH:3]=2)[CH:26]([C:30]([OH:32])=[O:31])[CH2:25]1)=[O:23])([CH3:20])([CH3:18])[CH3:19]. The yield is 0.909. (8) The reactants are [F:1][CH:2]([F:21])[O:3][C:4]1[CH:20]=[CH:19][C:7]2[N:8]=[C:9]([NH:11][C:12]([N:14]3[CH:18]=[CH:17]N=C3)=S)[S:10][C:6]=2[CH:5]=1.C([N:24]([CH2:27]C)CC)C.C(N=C=NC(C)C)(C)C.[C:38]1(C)C=[CH:42][CH:41]=[CH:40][CH:39]=1.CN(C)C=[O:48]. No catalyst specified. The product is [F:21][CH:2]([F:1])[O:3][C:4]1[CH:20]=[CH:19][C:7]2[N:8]=[C:9]([NH:11][C:12]3[O:48][C@:17]4([CH2:18][N:14]=3)[CH:40]3[CH2:41][CH2:42][N:24]([CH2:38][CH2:39]3)[CH2:27]4)[S:10][C:6]=2[CH:5]=1. The yield is 0.555. (9) The reactants are C([Si](C1C=CC=CC=1)(C1C=CC=CC=1)[O:6][CH2:7][C@H:8]1[O:15][CH:14]2[C@:10]([CH3:18])([O:11][C:12]([CH3:17])([CH3:16])[O:13]2)[CH2:9]1)(C)(C)C.CCCC[N+](CCCC)(CCCC)CCCC.[F-]. The catalyst is C1COCC1.C(OCC)(=O)C. The product is [CH3:16][C:12]1([CH3:17])[O:11][C@:10]2([CH3:18])[CH2:9][C@@H:8]([CH2:7][OH:6])[O:15][CH:14]2[O:13]1. The yield is 0.820.